Dataset: CYP2D6 inhibition data for predicting drug metabolism from PubChem BioAssay. Task: Regression/Classification. Given a drug SMILES string, predict its absorption, distribution, metabolism, or excretion properties. Task type varies by dataset: regression for continuous measurements (e.g., permeability, clearance, half-life) or binary classification for categorical outcomes (e.g., BBB penetration, CYP inhibition). Dataset: cyp2d6_veith. (1) The compound is O=c1c(-c2cc(F)cc(F)c2)nc2cncnc2n1C1CC1. The result is 0 (non-inhibitor). (2) The compound is O=c1c(-c2ccc(F)c(F)c2)nc2cncnc2n1Cc1ccccc1. The result is 0 (non-inhibitor). (3) The compound is CCOC(=O)C1=C(c2ccccc2)NC(=S)NC1c1cc([N+](=O)[O-])ccc1OC. The result is 0 (non-inhibitor). (4) The compound is Cc1cnc(NC(=O)CCCc2nc3ccccc3s2)s1. The result is 0 (non-inhibitor).